The task is: Predict the reaction yield, written as a fraction of the theoretical maximum amount of product (1.0 means a 100% yield; for example, 0.34 means a 34% yield).. This data is from Reaction yield outcomes from USPTO patents with 853,638 reactions. The product is [O:19]=[C:16]([CH2:17][CH3:18])[C:20](=[N:12][NH:6][C:5]1[CH:7]=[CH:8][CH:9]=[C:3]([C:2]([F:10])([F:11])[F:1])[CH:4]=1)[C:21]([O:23][CH3:24])=[O:22]. The yield is 0.930. The reactants are [F:1][C:2]([F:11])([F:10])[C:3]1[CH:4]=[C:5]([CH:7]=[CH:8][CH:9]=1)[NH2:6].[N:12]([O-])=O.[Na+].[C:16]([CH2:20][C:21]([O:23][CH3:24])=[O:22])(=[O:19])[CH2:17][CH3:18].C([O-])(=O)C.[Na+]. The catalyst is Cl.O.C(O)C.